From a dataset of Catalyst prediction with 721,799 reactions and 888 catalyst types from USPTO. Predict which catalyst facilitates the given reaction. (1) Reactant: [CH2:1]([O:3][C:4]([C:6]1[NH:7][C:8]2[C:13]([CH:14]=1)=[C:12]([OH:15])[CH:11]=[CH:10][CH:9]=2)=[O:5])[CH3:2].F[C:17]1[CH:22]=[CH:21][C:20]([F:23])=[CH:19][C:18]=1[N+:24]([O-:26])=[O:25].C(=O)([O-])[O-].[K+].[K+]. Product: [CH2:1]([O:3][C:4]([C:6]1[NH:7][C:8]2[C:13]([CH:14]=1)=[C:12]([O:15][C:17]1[CH:22]=[CH:21][C:20]([F:23])=[CH:19][C:18]=1[N+:24]([O-:26])=[O:25])[CH:11]=[CH:10][CH:9]=2)=[O:5])[CH3:2]. The catalyst class is: 9. (2) Reactant: [C:1]([O:5][C:6]([N:8]1[C:16]2[C:11](=[CH:12][C:13]([C:17]3[S:18][CH:19]=[C:20](C(O)=O)[N:21]=3)=[CH:14][CH:15]=2)[CH:10]=[CH:9]1)=[O:7])([CH3:4])([CH3:3])[CH3:2].C1C=CC(P(N=[N+]=[N-])(C2C=CC=CC=2)=[O:32])=CC=1.[N:42]1([CH2:48][C:49]2[N:54]=[C:53]([NH2:55])[CH:52]=[CH:51][CH:50]=2)[CH2:47][CH2:46][CH2:45][CH2:44][CH2:43]1.[N:56]1[CH:61]=CC=CC=1. Product: [C:1]([O:5][C:6]([N:8]1[C:16]2[C:11](=[CH:12][C:13]([C:17]3[S:18][CH:19]=[C:20]([NH:56][C:61]([NH:55][C:53]4[CH:52]=[CH:51][CH:50]=[C:49]([CH2:48][N:42]5[CH2:43][CH2:44][CH2:45][CH2:46][CH2:47]5)[N:54]=4)=[O:32])[N:21]=3)=[CH:14][CH:15]=2)[CH:10]=[CH:9]1)=[O:7])([CH3:4])([CH3:2])[CH3:3]. The catalyst class is: 11. (3) Reactant: [F:1][C:2]([F:13])([F:12])[C:3]([O:5][C:6](=[O:11])[C:7]([F:10])([F:9])[F:8])=[O:4].C(N(CC)CC)C.Cl.[O:22]1[C:27]2([CH2:32][CH2:31][N:30](C(OC(C)(C)C)=O)[CH2:29][CH2:28]2)[CH2:26][NH:25][CH2:24][CH2:23]1.O. Product: [F:1][C:2]([F:13])([F:12])[C:3]([OH:5])=[O:4].[F:10][C:7]([F:8])([F:9])[C:6]([N:25]1[CH2:26][C:27]2([CH2:32][CH2:31][NH:30][CH2:29][CH2:28]2)[O:22][CH2:23][CH2:24]1)=[O:11]. The catalyst class is: 2. (4) Reactant: C(O)(=O)CCCCCC(C)(C)C.[CH2:13]([CH:15]([CH2:19][CH2:20][CH2:21][CH3:22])[C:16]([OH:18])=[O:17])[CH3:14].C[O-].[Na+].[Cl-].[Zn+2:27].[Cl-].C([O-])(=O)CCCCCC(C)(C)C.[Zn+2].C([O-])(=O)CCCCCC(C)(C)C.C1C=C2[C:57]([CH:58]=[C:59]([C:64]([O-:66])=[O:65])[CH:60]=[CH:61]2)=[CH:56][CH:55]=1.C1C=C2[C:57]([CH:58]=[C:59]([C:64]([O-:66])=[O:65])[CH:60]=[CH:61]2)=[CH:56][CH:55]=1.[Zn+2]. Product: [CH2:13]([CH:15]([CH2:19][CH2:20][CH2:21][CH3:22])[C:16]([O-:18])=[O:17])[CH3:14].[Zn+2:27].[CH2:60]([CH:59]([CH2:58][CH2:57][CH2:56][CH3:55])[C:64]([O-:66])=[O:65])[CH3:61]. The catalyst class is: 224. (5) Reactant: [H-].[Na+].[Br:3][C:4]1[CH:10]=[CH:9][C:7]([NH2:8])=[C:6]([C:11]([CH3:14])([CH3:13])[CH3:12])[CH:5]=1.[CH2:15](I)[CH3:16].[Cl-].[NH4+].O1CC[CH2:22][CH2:21]1. Product: [Br:3][C:4]1[CH:10]=[CH:9][C:7]([N:8]([CH2:15][CH3:16])[CH2:21][CH3:22])=[C:6]([C:11]([CH3:14])([CH3:13])[CH3:12])[CH:5]=1. The catalyst class is: 16. (6) Reactant: [OH:1][CH:2]([C:8]1[CH:28]=[CH:27][C:11]([CH2:12][N:13]([S:23]([CH3:26])(=[O:25])=[O:24])[CH2:14][CH2:15][CH2:16][CH2:17][CH2:18][CH2:19][C:20]([OH:22])=[O:21])=[CH:10][CH:9]=1)[CH2:3][CH2:4][CH2:5][CH2:6][CH3:7].CC(OI1(OC(C)=O)(OC(C)=O)OC(=O)C2C=CC=CC1=2)=O.S([O-])([O-])(=O)=S.[Na+].[Na+]. Product: [C:2]([C:8]1[CH:28]=[CH:27][C:11]([CH2:12][N:13]([S:23]([CH3:26])(=[O:24])=[O:25])[CH2:14][CH2:15][CH2:16][CH2:17][CH2:18][CH2:19][C:20]([OH:22])=[O:21])=[CH:10][CH:9]=1)(=[O:1])[CH2:3][CH2:4][CH2:5][CH2:6][CH3:7]. The catalyst class is: 2. (7) Reactant: [Br:1][C:2]1[CH:3]=[C:4]2[C:8](=[CH:9][CH:10]=1)[CH:7]([C:11](=[CH2:15])[C:12]([OH:14])=[O:13])[CH2:6][CH2:5]2.[C:16]([OH:19])(=[S:18])[CH3:17]. Product: [C:16]([S:18][CH2:15][CH:11]([CH:7]1[C:8]2[C:4](=[CH:3][C:2]([Br:1])=[CH:10][CH:9]=2)[CH2:5][CH2:6]1)[C:12]([OH:14])=[O:13])(=[O:19])[CH3:17]. The catalyst class is: 22.